From a dataset of Full USPTO retrosynthesis dataset with 1.9M reactions from patents (1976-2016). Predict the reactants needed to synthesize the given product. (1) Given the product [F:1][C:2]([F:8])([F:7])[C:3]#[C:4][Sn:20]([C:21]1[CH:22]=[CH:23][CH:24]=[CH:25][CH:26]=1)([C:27]1[CH:32]=[CH:31][CH:30]=[CH:29][CH:28]=1)[C:14]1[CH:15]=[CH:16][CH:17]=[CH:18][CH:19]=1, predict the reactants needed to synthesize it. The reactants are: [F:1][C:2]([F:8])([F:7])[CH2:3][CH:4](F)F.[Li]CCCC.[C:14]1([Sn:20](Cl)([C:27]2[CH:32]=[CH:31][CH:30]=[CH:29][CH:28]=2)[C:21]2[CH:26]=[CH:25][CH:24]=[CH:23][CH:22]=2)[CH:19]=[CH:18][CH:17]=[CH:16][CH:15]=1. (2) The reactants are: [CH3:1][P:2]([CH2:5][CH2:6][NH:7][CH2:8][C:9]1[CH:37]=[CH:36][C:12]([C:13]([NH:15][C:16]2[CH:17]=[C:18]([C:30]3[CH:35]=[CH:34][CH:33]=[CH:32][CH:31]=3)[CH:19]=[CH:20][C:21]=2[NH:22]C(=O)OC(C)(C)C)=[O:14])=[CH:11][CH:10]=1)([CH3:4])=[O:3].CCN(C(C)C)C(C)C.Cl[C:48]([O:50][CH3:51])=[O:49]. Given the product [NH2:22][C:21]1[CH:20]=[CH:19][C:18]([C:30]2[CH:31]=[CH:32][CH:33]=[CH:34][CH:35]=2)=[CH:17][C:16]=1[NH:15][C:13]([C:12]1[CH:11]=[CH:10][C:9]([CH2:8][N:7]([CH2:6][CH2:5][P:2]([CH3:1])([CH3:4])=[O:3])[C:48](=[O:49])[O:50][CH3:51])=[CH:37][CH:36]=1)=[O:14], predict the reactants needed to synthesize it. (3) The reactants are: [C:1]1([CH:7]([C:13]2[CH:18]=[CH:17][CH:16]=[CH:15][CH:14]=2)[N:8]2[CH2:11][C:10](=O)[CH2:9]2)[CH:6]=[CH:5][CH:4]=[CH:3][CH:2]=1.[CH2:19]1[C@@H:24]2[CH2:25][NH:26][CH2:27][CH2:28][N:23]2[C:22](=[O:29])[CH2:21][O:20]1.C([BH3-])#N.[Na+]. Given the product [C:1]1([CH:7]([C:13]2[CH:18]=[CH:17][CH:16]=[CH:15][CH:14]=2)[N:8]2[CH2:11][CH:10]([N:26]3[CH2:27][CH2:28][N:23]4[C@H:24]([CH2:19][O:20][CH2:21][C:22]4=[O:29])[CH2:25]3)[CH2:9]2)[CH:6]=[CH:5][CH:4]=[CH:3][CH:2]=1, predict the reactants needed to synthesize it. (4) Given the product [NH2:2][C:3]1[C:4]2[C:14]([O:15][CH2:16][C:17]([NH:20][C:26](=[O:27])[C:25]3[CH:29]=[CH:30][N:31]=[C:23]([C:21]#[N:22])[CH:24]=3)([CH3:18])[CH3:19])=[CH:13][CH:12]=[CH:11][C:5]=2[NH:6][S:7](=[O:10])(=[O:9])[N:8]=1, predict the reactants needed to synthesize it. The reactants are: Cl.[NH2:2][C:3]1[C:4]2[C:14]([O:15][CH2:16][C:17]([NH2:20])([CH3:19])[CH3:18])=[CH:13][CH:12]=[CH:11][C:5]=2[NH:6][S:7](=[O:10])(=[O:9])[N:8]=1.[C:21]([C:23]1[CH:24]=[C:25]([CH:29]=[CH:30][N:31]=1)[C:26](O)=[O:27])#[N:22]. (5) Given the product [Cl:1][C:2]1[C:7]([F:8])=[CH:6][CH:5]=[C:4]([O:9][CH3:10])[C:3]=1[C@H:11]([C:13]1[C:21]2[C:16](=[N:17][CH:18]=[C:19]([C:22]3[C:23]([CH3:39])=[N:24][N:25]([C@H:28]4[CH2:33][CH2:32][C@H:31]([C:34]([OH:36])=[O:35])[CH2:30][CH2:29]4)[C:26]=3[CH3:27])[CH:20]=2)[NH:15][CH:14]=1)[CH3:12], predict the reactants needed to synthesize it. The reactants are: [Cl:1][C:2]1[C:7]([F:8])=[CH:6][CH:5]=[C:4]([O:9][CH3:10])[C:3]=1[C@H:11]([C:13]1[C:21]2[C:16](=[N:17][CH:18]=[C:19]([C:22]3[C:23]([CH3:39])=[N:24][N:25]([C@H:28]4[CH2:33][CH2:32][C@H:31]([C:34]([O:36]CC)=[O:35])[CH2:30][CH2:29]4)[C:26]=3[CH3:27])[CH:20]=2)[NH:15][CH:14]=1)[CH3:12].CO.[OH-].[Li+].O. (6) The reactants are: Cl.[NH2:2][NH:3][C:4]([NH2:6])=[O:5].[CH2:7]([C:9]([CH3:11])=O)[CH3:8].C([O-])(=O)C.[Na+]. Given the product [CH3:8][C:7](=[N:2][NH:3][C:4]([NH2:6])=[O:5])[CH2:9][CH3:11], predict the reactants needed to synthesize it.